Predict the reactants needed to synthesize the given product. From a dataset of Full USPTO retrosynthesis dataset with 1.9M reactions from patents (1976-2016). Given the product [C:23]([O:22][C:21]([NH:20][C:10]1[CH:11]=[CH:12][C:13]([C:15]2[CH:19]=[CH:18][S:17][CH:16]=2)=[CH:14][C:9]=1[NH:8][C:6]([C:5]1[CH:28]=[CH:29][C:2]([NH:1][CH2:37][C:38]([O:40][C:41]([CH3:44])([CH3:43])[CH3:42])=[O:39])=[CH:3][CH:4]=1)=[O:7])=[O:27])([CH3:24])([CH3:25])[CH3:26], predict the reactants needed to synthesize it. The reactants are: [NH2:1][C:2]1[CH:29]=[CH:28][C:5]([C:6]([NH:8][C:9]2[CH:14]=[C:13]([C:15]3[CH:19]=[CH:18][S:17][CH:16]=3)[CH:12]=[CH:11][C:10]=2[NH:20][C:21](=[O:27])[O:22][C:23]([CH3:26])([CH3:25])[CH3:24])=[O:7])=[CH:4][CH:3]=1.C([O-])([O-])=O.[K+].[K+].Br[CH2:37][C:38]([O:40][C:41]([CH3:44])([CH3:43])[CH3:42])=[O:39].[Na+].[I-].[Br-].